From a dataset of Catalyst prediction with 721,799 reactions and 888 catalyst types from USPTO. Predict which catalyst facilitates the given reaction. (1) Reactant: [C:1]([C:5]1[CH:23]=[C:8]2[N:9]=[C:10]([CH3:22])[C:11]([CH:14]([CH2:19][CH2:20][CH3:21])[C:15]([O:17][CH3:18])=[O:16])=[C:12](Cl)[N:7]2[N:6]=1)([CH3:4])([CH3:3])[CH3:2].[S:24]1[C:28]2[CH:29]=[CH:30][C:31](B3OC(C)(C)C(C)(C)O3)=[CH:32][C:27]=2[CH:26]=[CH:25]1.C(N(C(C)C)CC)(C)C. Product: [C:1]([C:5]1[CH:23]=[C:8]2[N:9]=[C:10]([CH3:22])[C:11]([CH:14]([CH2:19][CH2:20][CH3:21])[C:15]([O:17][CH3:18])=[O:16])=[C:12]([C:31]3[CH:30]=[CH:29][C:28]4[S:24][CH:25]=[CH:26][C:27]=4[CH:32]=3)[N:7]2[N:6]=1)([CH3:4])([CH3:3])[CH3:2]. The catalyst class is: 149. (2) Reactant: [O:1]1[CH2:6][CH2:5][N:4]([C:7]2[N:15]=[C:14]([C:16]3[CH:17]=[N:18][C:19]([NH2:22])=[N:20][CH:21]=3)[N:13]=[C:12]3[C:8]=2[N:9]=[CH:10][N:11]3[CH2:23][CH:24]2[CH2:28][CH2:27][NH:26][CH2:25]2)[CH2:3][CH2:2]1.C1C=CC2N([OH:38])N=NC=2C=1.C(N([CH:45]([CH3:47])C)CC)(C)C.Cl.CN(C)CCCN=C=NCC. Product: [NH2:22][C:19]1[N:20]=[CH:21][C:16]([C:14]2[N:13]=[C:12]3[C:8]([N:9]=[CH:10][N:11]3[CH2:23][CH:24]3[CH2:28][CH2:27][N:26]([C:45](=[O:38])[CH3:47])[CH2:25]3)=[C:7]([N:4]3[CH2:5][CH2:6][O:1][CH2:2][CH2:3]3)[N:15]=2)=[CH:17][N:18]=1. The catalyst class is: 640. (3) Reactant: I[C:2]1[CH:3]=[C:4]([C:20]([NH:22][CH2:23][C:24]2[CH:29]=[CH:28][C:27]([S:30]([CH3:33])(=[O:32])=[O:31])=[CH:26][CH:25]=2)=[O:21])[C:5](=[O:19])[N:6]([C:9]2[CH:14]=[CH:13][CH:12]=[C:11]([C:15]([F:18])([F:17])[F:16])[CH:10]=2)[C:7]=1[CH3:8].C(N(CC)CC)C.C([O:43][CH:44]=[CH:45][CH3:46])C. Product: [CH3:8][C:7]1[N:6]([C:9]2[CH:14]=[CH:13][CH:12]=[C:11]([C:15]([F:16])([F:17])[F:18])[CH:10]=2)[C:5](=[O:19])[C:4]([C:20]([NH:22][CH2:23][C:24]2[CH:29]=[CH:28][C:27]([S:30]([CH3:33])(=[O:31])=[O:32])=[CH:26][CH:25]=2)=[O:21])=[CH:3][C:2]=1[C:44](=[O:43])[CH2:45][CH3:46]. The catalyst class is: 6. (4) Reactant: [O:1]=[C:2]1[C:10]2[C:5](=[CH:6][CH:7]=[CH:8][CH:9]=2)[C:4](=[O:11])[N:3]1[CH2:12][CH2:13][N:14]1[C:23]2[C:18](=[N:19][CH:20]=[C:21]([CH2:24][C:25]3[CH:30]=[CH:29][C:28]([F:31])=[CH:27][CH:26]=3)[CH:22]=2)[C:17]([OH:32])=[C:16]([C:33](OCC)=[O:34])[C:15]1=[O:38].[CH2:39]([CH2:41][NH2:42])[OH:40]. Product: [O:11]=[C:4]1[C:5]2[C:10](=[CH:9][CH:8]=[CH:7][CH:6]=2)[C:2](=[O:1])[N:3]1[CH2:12][CH2:13][N:14]1[C:23]2[C:18](=[N:19][CH:20]=[C:21]([CH2:24][C:25]3[CH:26]=[CH:27][C:28]([F:31])=[CH:29][CH:30]=3)[CH:22]=2)[C:17]([OH:32])=[C:16]([C:33]([NH:42][CH2:41][CH2:39][OH:40])=[O:34])[C:15]1=[O:38]. The catalyst class is: 14. (5) Reactant: [NH2:1][C@@H:2]([CH2:11][CH:12]1[CH2:17][CH2:16][CH2:15][CH2:14][CH2:13]1)[C:3]([NH:5][C:6]1[S:7][CH:8]=[CH:9][N:10]=1)=[O:4].[C:18]([O:22][C:23](=[O:28])[NH:24][CH2:25][CH:26]=O)([CH3:21])([CH3:20])[CH3:19].[BH-](OC(C)=O)(OC(C)=O)OC(C)=O.[Na+]. Product: [C:18]([O:22][C:23](=[O:28])[NH:24][CH2:25][CH2:26][NH:1][C@H:2]([C:3](=[O:4])[NH:5][C:6]1[S:7][CH:8]=[CH:9][N:10]=1)[CH2:11][CH:12]1[CH2:17][CH2:16][CH2:15][CH2:14][CH2:13]1)([CH3:21])([CH3:20])[CH3:19]. The catalyst class is: 91. (6) Reactant: CS(Cl)(=O)=O.[Br:6][C:7]1[CH:8]=[CH:9][C:10]([C:13]#[C:14][CH2:15][CH2:16][C:17]2[CH:22]=[CH:21][C:20]([CH2:23]O)=[CH:19][CH:18]=2)=[N:11][CH:12]=1.C(N(C(C)C)C(C)C)C.[NH:34]1[CH2:39][CH2:38][O:37][CH2:36][CH2:35]1. Product: [Br:6][C:7]1[CH:8]=[CH:9][C:10]([C:13]#[C:14][CH2:15][CH2:16][C:17]2[CH:18]=[CH:19][C:20]([CH2:23][N:34]3[CH2:39][CH2:38][O:37][CH2:36][CH2:35]3)=[CH:21][CH:22]=2)=[N:11][CH:12]=1. The catalyst class is: 2. (7) Reactant: [C:1]([C:5]1[CH:10]=[CH:9][C:8]([N:11]2[CH2:16][CH2:15][O:14][C@H:13]([C@@H:17]([OH:32])[C:18]([NH:20][C:21]3[CH:26]=[CH:25][C:24]([C:27](=[N:29]O)[NH2:28])=[CH:23][C:22]=3[Cl:31])=[O:19])[C:12]2=[O:33])=[CH:7][CH:6]=1)([CH3:4])([CH3:3])[CH3:2].[CH3:34][C:35]([OH:37])=[O:36]. Product: [C:35]([OH:37])(=[O:36])[CH3:34].[C:27]([C:24]1[CH:25]=[CH:26][C:21]([NH:20][C:18](=[O:19])[C@@H:17]([C@H:13]2[O:14][CH2:15][CH2:16][N:11]([C:8]3[CH:9]=[CH:10][C:5]([C:1]([CH3:4])([CH3:2])[CH3:3])=[CH:6][CH:7]=3)[C:12]2=[O:33])[OH:32])=[C:22]([Cl:31])[CH:23]=1)(=[NH:28])[NH2:29]. The catalyst class is: 319. (8) Reactant: [NH2:1][C@H:2]1[C:11]2[C:6](=[CH:7][CH:8]=[C:9]([F:12])[CH:10]=2)[N:5]([C:13](=[O:15])[CH3:14])[C@@H:4]([CH2:16][CH3:17])[C@@H:3]1[CH3:18].Br[C:20]1[CH:27]=[CH:26][C:23]([C:24]#[N:25])=[CH:22][CH:21]=1.CC(C)([O-])C.[Na+].CN(C1C(C2C(P(C3CCCCC3)C3CCCCC3)=CC=CC=2)=CC=CC=1)C. Product: [C:13]([N:5]1[C:6]2[C:11](=[CH:10][C:9]([F:12])=[CH:8][CH:7]=2)[C@H:2]([NH:1][C:20]2[CH:27]=[CH:26][C:23]([C:24]#[N:25])=[CH:22][CH:21]=2)[C@@H:3]([CH3:18])[C@@H:4]1[CH2:16][CH3:17])(=[O:15])[CH3:14]. The catalyst class is: 62. (9) Reactant: [F:1][C:2]([F:17])([F:16])[C:3]([F:15])([F:14])[C:4]([F:13])([F:12])[C:5]([F:11])([F:10])[S:6]([O-:9])(=[O:8])=[O:7].[OH:18][C:19]1[CH:24]=[CH:23][C:22]([S+:25]([C:32]2[CH:37]=[CH:36][CH:35]=[CH:34][CH:33]=2)[C:26]2[CH:31]=[CH:30][CH:29]=[CH:28][CH:27]=2)=[CH:21][CH:20]=1.[F:38][C:39]([F:54])([S:50](Cl)(=[O:52])=[O:51])[C:40]([F:49])([F:48])[CH:41]1[CH2:46][CH:45]2[CH2:47][CH:42]1[CH2:43][CH2:44]2.C(N(CC)CC)C.O. Product: [F:17][C:2]([F:1])([F:16])[C:3]([F:14])([F:15])[C:4]([F:12])([F:13])[C:5]([F:10])([F:11])[S:6]([O-:9])(=[O:8])=[O:7].[F:54][C:39]([F:38])([S:50]([O:18][C:19]1[CH:24]=[CH:23][C:22]([S+:25]([C:32]2[CH:33]=[CH:34][CH:35]=[CH:36][CH:37]=2)[C:26]2[CH:31]=[CH:30][CH:29]=[CH:28][CH:27]=2)=[CH:21][CH:20]=1)(=[O:52])=[O:51])[C:40]([F:48])([F:49])[CH:41]1[CH2:46][CH:45]2[CH2:47][CH:42]1[CH2:43][CH2:44]2. The catalyst class is: 4. (10) Reactant: [FH:1].N1C=CC=CC=1.O1[C:10]2([CH2:19][CH2:18][CH2:17][CH2:16][C:13]3([O:15][CH2:14]3)[O:12][CH2:11]2)C1.[C:20]([O-:23])([O-])=O.[Na+].[Na+]. Product: [F:1][C:18]1([CH2:20][OH:23])[CH2:17][CH2:16][C:13]2([O:12][CH2:11][CH2:14][O:15]2)[CH2:10][CH2:19]1. The catalyst class is: 4.